Dataset: Full USPTO retrosynthesis dataset with 1.9M reactions from patents (1976-2016). Task: Predict the reactants needed to synthesize the given product. (1) Given the product [OH:45][CH2:44][CH2:43][CH2:42][NH:41][CH2:18][C@H:17]1[O:16][C@H:15]2[C@H:11]([N:12]=[C:13]([NH:20][CH3:28])[S:14]2)[C@@H:10]([OH:29])[C@@H:9]1[OH:8], predict the reactants needed to synthesize it. The reactants are: COC1C=CC(C[O:8][C@@H:9]2[C@@H:17]([CH:18]=O)[O:16][C@H:15]3[C@H:11]([N:12]=[C:13]([N:20]([CH3:28])C(=O)OC(C)(C)C)[S:14]3)[C@H:10]2[O:29]CC2C=CC(OC)=CC=2)=CC=1.[NH2:41][CH2:42][CH2:43][CH2:44][OH:45].[BH3-]C#N.[Na+].C(O)(C(F)(F)F)=O. (2) Given the product [Br:18][C:2]1[O:1][C:10]2[CH2:9][CH2:8][N:7]([C:11]([O:13][C:14]([CH3:17])([CH3:16])[CH3:15])=[O:12])[CH2:6][CH2:5][C:4]=2[CH:3]=1, predict the reactants needed to synthesize it. The reactants are: [O:1]1[C:10]2[CH2:9][CH2:8][N:7]([C:11]([O:13][C:14]([CH3:17])([CH3:16])[CH3:15])=[O:12])[CH2:6][CH2:5][C:4]=2[CH:3]=[CH:2]1.[Br:18]N1C(=O)CCC1=O.C([O-])(O)=O.[Na+]. (3) Given the product [Br:30][C:12]1[N:13]([CH:16]2[CH2:21][CH2:20][CH2:19][CH2:18][O:17]2)[C:14]2[C:10]([N:11]=1)=[C:9]([NH2:22])[N:8]=[C:7]([O:6][CH:2]([CH3:1])[CH2:3][CH2:4][CH3:5])[N:15]=2, predict the reactants needed to synthesize it. The reactants are: [CH3:1][CH:2]([O:6][C:7]1[N:15]=[C:14]2[C:10]([N:11]=[CH:12][N:13]2[CH:16]2[CH2:21][CH2:20][CH2:19][CH2:18][O:17]2)=[C:9]([NH2:22])[N:8]=1)[CH2:3][CH2:4][CH3:5].C1C(=O)N([Br:30])C(=O)C1. (4) Given the product [CH:9]1[C:10]2[CH:11]=[CH:12][CH:13]=[C:4]([NH2:1])[C:5]=2[CH:6]=[CH:7][N:8]=1, predict the reactants needed to synthesize it. The reactants are: [N+:1]([C:4]1[CH:13]=[CH:12][CH:11]=[C:10]2[C:5]=1[CH:6]=[CH:7][N:8]=[CH:9]2)([O-])=O. (5) Given the product [N:19]1[CH:20]=[CH:21][CH:22]=[CH:23][C:18]=1[CH2:17][N:5]1[CH:6]=[C:7]([C:8]([O:10][CH2:11][CH3:12])=[O:9])[C:3]([C:2]([F:1])([F:13])[F:14])=[N:4]1, predict the reactants needed to synthesize it. The reactants are: [F:1][C:2]([F:14])([F:13])[C:3]1[C:7]([C:8]([O:10][CH2:11][CH3:12])=[O:9])=[CH:6][NH:5][N:4]=1.Br.Br[CH2:17][C:18]1[CH:23]=[CH:22][CH:21]=[CH:20][N:19]=1.C(=O)([O-])[O-].[K+].[K+]. (6) Given the product [F:10][C:9]([F:12])([F:11])[C:6]1[N:7]=[CH:8][C:3]([CH2:2][N:21]2[C:29]3[C:24](=[CH:25][CH:26]=[CH:27][CH:28]=3)[C:23]3([C:41]4[C:32](=[CH:33][C:34]5[O:39][CH2:38][CH2:37][O:36][C:35]=5[CH:40]=4)[O:31][CH2:30]3)[C:22]2=[O:42])=[CH:4][CH:5]=1, predict the reactants needed to synthesize it. The reactants are: Cl[CH2:2][C:3]1[CH:4]=[CH:5][C:6]([C:9]([F:12])([F:11])[F:10])=[N:7][CH:8]=1.BrCC1CCCCO1.[NH:21]1[C:29]2[C:24](=[CH:25][CH:26]=[CH:27][CH:28]=2)[C:23]2([C:41]3[C:32](=[CH:33][C:34]4[O:39][CH2:38][CH2:37][O:36][C:35]=4[CH:40]=3)[O:31][CH2:30]2)[C:22]1=[O:42].